The task is: Regression. Given a peptide amino acid sequence and an MHC pseudo amino acid sequence, predict their binding affinity value. This is MHC class II binding data.. This data is from Peptide-MHC class II binding affinity with 134,281 pairs from IEDB. (1) The peptide sequence is GVLYVGSKTKEGVVH. The MHC is DRB1_1101 with pseudo-sequence DRB1_1101. The binding affinity (normalized) is 0.490. (2) The peptide sequence is RGTHPFSRIRDGLQY. The MHC is DRB5_0101 with pseudo-sequence DRB5_0101. The binding affinity (normalized) is 0.535. (3) The peptide sequence is TKIQYVIRAQLHVGA. The MHC is DRB1_0405 with pseudo-sequence DRB1_0405. The binding affinity (normalized) is 0.249. (4) The peptide sequence is LQFRRIRGPRASVIP. The MHC is DRB1_0301 with pseudo-sequence DRB1_0301. The binding affinity (normalized) is 0.0963. (5) The peptide sequence is EAKITMLTNGQCQNI. The MHC is HLA-DQA10501-DQB10301 with pseudo-sequence HLA-DQA10501-DQB10301. The binding affinity (normalized) is 0.311. (6) The binding affinity (normalized) is 0.342. The peptide sequence is ALQSHDDVALVSVMW. The MHC is DRB1_1001 with pseudo-sequence DRB1_1001. (7) The peptide sequence is AFKVAATAANAAPAN. The MHC is DRB1_1101 with pseudo-sequence DRB1_1101. The binding affinity (normalized) is 0.484. (8) The peptide sequence is AFKVAATAANMAPAN. The MHC is DRB1_0701 with pseudo-sequence DRB1_0701. The binding affinity (normalized) is 0.649.